From a dataset of Full USPTO retrosynthesis dataset with 1.9M reactions from patents (1976-2016). Predict the reactants needed to synthesize the given product. (1) Given the product [Br:1][C:2]1[CH:7]=[N:6][CH:5]=[C:4]([N:8]2[CH2:12][CH2:11][CH2:10][C@H:9]2[CH2:13][Cl:17])[CH:3]=1, predict the reactants needed to synthesize it. The reactants are: [Br:1][C:2]1[CH:3]=[C:4]([N:8]2[CH2:12][CH2:11][CH2:10][C@H:9]2[CH2:13]O)[CH:5]=[N:6][CH:7]=1.S(Cl)([Cl:17])=O.C([O-])(O)=O.[Na+]. (2) The reactants are: [C:1]([C:9]1[CH:10]=[N:11][C:12]2[C:17]([C:18]=1[C:19]1[CH:20]=[C:21]([NH:25][C:26]([NH:28][C:29]3[CH:38]=[CH:37][CH:36]=[CH:35][C:30]=3[C:31]([O:33]C)=O)=[O:27])[CH:22]=[CH:23][CH:24]=1)=[CH:16][CH:15]=[CH:14][C:13]=2[C:39]([F:42])([F:41])[F:40])(=[O:8])[C:2]1[CH:7]=[CH:6][CH:5]=[CH:4][CH:3]=1.[Li+].[OH-]. Given the product [C:1]([C:9]1[CH:10]=[N:11][C:12]2[C:17]([C:18]=1[C:19]1[CH:20]=[C:21]([N:25]3[C:31](=[O:33])[C:30]4[C:29](=[CH:38][CH:37]=[CH:36][CH:35]=4)[NH:28][C:26]3=[O:27])[CH:22]=[CH:23][CH:24]=1)=[CH:16][CH:15]=[CH:14][C:13]=2[C:39]([F:42])([F:41])[F:40])(=[O:8])[C:2]1[CH:3]=[CH:4][CH:5]=[CH:6][CH:7]=1, predict the reactants needed to synthesize it. (3) Given the product [CH3:23][C:22]1[CH:24]=[CH:25][C:19]([S:16]([O:15][CH2:14][C@H:10]2[O:11][CH2:12][CH2:13][N:8]([CH2:1][C:2]3[CH:3]=[CH:4][CH:5]=[CH:6][CH:7]=3)[CH2:9]2)(=[O:18])=[O:17])=[CH:20][CH:21]=1, predict the reactants needed to synthesize it. The reactants are: [CH2:1]([N:8]1[CH2:13][CH2:12][O:11][C@H:10]([CH2:14][OH:15])[CH2:9]1)[C:2]1[CH:7]=[CH:6][CH:5]=[CH:4][CH:3]=1.[S:16](Cl)([C:19]1[CH:25]=[CH:24][C:22]([CH3:23])=[CH:21][CH:20]=1)(=[O:18])=[O:17].CCN(CC)CC. (4) Given the product [Br:1][C:2]1[CH:3]=[C:4]([F:10])[C:5]([O:9][CH3:11])=[CH:6][C:7]=1[F:8], predict the reactants needed to synthesize it. The reactants are: [Br:1][C:2]1[C:7]([F:8])=[CH:6][C:5]([OH:9])=[C:4]([F:10])[CH:3]=1.[C:11]([O-])([O-])=O.[K+].[K+].CI. (5) The reactants are: [CH:1]1([C:4]2[NH:8][N:7]=[C:6]([NH:9][C:10]3[CH:15]=[CH:14][N:13]=[C:12]([NH:16][C@H:17]([C:19]4[N:24]=[C:23]5[CH:25]=[CH:26][N:27](S(C6C=CC(C)=CC=6)(=O)=O)[C:22]5=[CH:21][C:20]=4[F:38])[CH3:18])[N:11]=3)[CH:5]=2)[CH2:3][CH2:2]1.[OH-].[Na+]. Given the product [CH:1]1([C:4]2[NH:8][N:7]=[C:6]([NH:9][C:10]3[CH:15]=[CH:14][N:13]=[C:12]([NH:16][C@H:17]([C:19]4[N:24]=[C:23]5[CH:25]=[CH:26][NH:27][C:22]5=[CH:21][C:20]=4[F:38])[CH3:18])[N:11]=3)[CH:5]=2)[CH2:3][CH2:2]1, predict the reactants needed to synthesize it. (6) Given the product [F:1][C:2]1[C:3]([CH3:16])=[CH:4][C:5]([N:11]2[N:15]=[CH:14][CH:13]=[N:12]2)=[C:6]([C:7]([N:20]2[CH2:21][CH2:22][CH2:23][C@@H:18]([CH3:17])[C@H:19]2[CH2:24][NH:25][C:37]2[CH:42]=[CH:41][C:40]([C:43]([F:46])([F:45])[F:44])=[CH:39][N:38]=2)=[O:9])[CH:10]=1, predict the reactants needed to synthesize it. The reactants are: [F:1][C:2]1[C:3]([CH3:16])=[CH:4][C:5]([N:11]2[N:15]=[CH:14][CH:13]=[N:12]2)=[C:6]([CH:10]=1)[C:7]([OH:9])=O.[CH3:17][C@@H:18]1[CH2:23][CH2:22][CH2:21][NH:20][C@@H:19]1[CH2:24][N:25]1C(=O)C2C(=CC=CC=2)C1=O.Cl[C:37]1[CH:42]=[CH:41][C:40]([C:43]([F:46])([F:45])[F:44])=[CH:39][N:38]=1.